This data is from Peptide-MHC class I binding affinity with 185,985 pairs from IEDB/IMGT. The task is: Regression. Given a peptide amino acid sequence and an MHC pseudo amino acid sequence, predict their binding affinity value. This is MHC class I binding data. (1) The peptide sequence is DSDGSFFLY. The MHC is HLA-B58:01 with pseudo-sequence HLA-B58:01. The binding affinity (normalized) is 0.0847. (2) The peptide sequence is RIKQIINMW. The MHC is HLA-A23:01 with pseudo-sequence HLA-A23:01. The binding affinity (normalized) is 0.137. (3) The peptide sequence is DIINEEAADW. The MHC is Mamu-B17 with pseudo-sequence Mamu-B17. The binding affinity (normalized) is 0.149. (4) The peptide sequence is KEFNNLEKRM. The MHC is Mamu-A11 with pseudo-sequence Mamu-A11. The binding affinity (normalized) is 0.581. (5) The peptide sequence is HLLCQAFSV. The MHC is HLA-B46:01 with pseudo-sequence HLA-B46:01. The binding affinity (normalized) is 0.0847.